Dataset: Reaction yield outcomes from USPTO patents with 853,638 reactions. Task: Predict the reaction yield, written as a fraction of the theoretical maximum amount of product (1.0 means a 100% yield; for example, 0.34 means a 34% yield). The product is [C:9]([NH:3][C@H:4]([C:6]([OH:8])=[O:7])[CH3:5])(=[O:16])[C:10]1[CH:15]=[CH:14][CH:13]=[CH:12][CH:11]=1. The yield is 0.904. The reactants are [OH-].[Na+].[NH2:3][CH:4]([C:6]([OH:8])=[O:7])[CH3:5].[C:9](Cl)(=[O:16])[C:10]1[CH:15]=[CH:14][CH:13]=[CH:12][CH:11]=1.Cl. The catalyst is O.